Dataset: Full USPTO retrosynthesis dataset with 1.9M reactions from patents (1976-2016). Task: Predict the reactants needed to synthesize the given product. (1) Given the product [Br:1][C:2]1[CH:3]=[C:4]([CH2:14][N:15]2[C:19]([CH3:20])=[CH:18][C:17]([C:21]([Cl:26])=[O:23])=[N:16]2)[C:5]2[O:9][C:8]([CH:10]([CH3:12])[CH3:11])=[CH:7][C:6]=2[CH:13]=1, predict the reactants needed to synthesize it. The reactants are: [Br:1][C:2]1[CH:3]=[C:4]([CH2:14][N:15]2[C:19]([CH3:20])=[CH:18][C:17]([C:21]([OH:23])=O)=[N:16]2)[C:5]2[O:9][C:8]([CH:10]([CH3:12])[CH3:11])=[CH:7][C:6]=2[CH:13]=1.S(Cl)([Cl:26])=O. (2) Given the product [O:36]=[C:35]1[C:31]([CH2:29][CH:30]2[C:8](=[O:17])[C:9]3[C:14](=[CH:13][CH:12]=[CH:11][CH:10]=3)[C:15]2=[O:16])=[N:20][NH:21][C:22](=[S:23])[NH:24]1, predict the reactants needed to synthesize it. The reactants are: C(OC(=O)C(=O)CN1[C:15](=[O:16])[C:14]2[C:9](=[CH:10][CH:11]=[CH:12][CH:13]=2)[C:8]1=[O:17])C.[NH2:20][NH:21][C:22]([NH2:24])=[S:23].C(N(CC)[CH:29]([CH3:31])[CH3:30])(C)C.C[CH2:35][OH:36]. (3) The reactants are: [CH2:1]([N:8]1[CH2:14][CH:13]2[C:15](=O)[CH:10]([CH2:11][CH2:12]2)[CH2:9]1)[C:2]1[CH:7]=[CH:6][CH:5]=[CH:4][CH:3]=1.C(O)C.Cl.[NH2:21][OH:22]. Given the product [CH2:1]([N:8]1[CH2:14][CH:13]2[C:15](=[N:21][OH:22])[CH:10]([CH2:11][CH2:12]2)[CH2:9]1)[C:2]1[CH:7]=[CH:6][CH:5]=[CH:4][CH:3]=1, predict the reactants needed to synthesize it. (4) Given the product [CH3:17][O:16][C:14](=[O:15])[C:13]([O:12][CH3:11])=[CH:30][C:29]1[CH:32]=[CH:33][C:26]([OH:25])=[C:27]([C:34]([F:35])([F:36])[F:37])[CH:28]=1, predict the reactants needed to synthesize it. The reactants are: C[Si]([N-][Si](C)(C)C)(C)C.[Na+].[CH3:11][O:12][CH2:13][C:14]([O:16][CH3:17])=[O:15].C([O:25][C:26]1[CH:33]=[CH:32][C:29]([CH:30]=O)=[CH:28][C:27]=1[C:34]([F:37])([F:36])[F:35])C1C=CC=CC=1.FC(F)(F)C(OC(=O)C(F)(F)F)=O. (5) Given the product [CH3:22][CH:11]([NH2:10])[CH2:12][C:13]1[CH:18]=[CH:17][C:16]([CH2:19][CH2:20][CH3:21])=[CH:15][CH:14]=1, predict the reactants needed to synthesize it. The reactants are: C(OC(=O)[N:10](CC1C=CC=CC=1)[CH:11]([CH3:22])[CH2:12][C:13]1[CH:18]=[CH:17][C:16]([CH2:19][CH2:20][CH3:21])=[CH:15][CH:14]=1)C1C=CC=CC=1. (6) Given the product [CH2:1]([O:8][NH:9][CH2:10][C:11]1([C:17]([OH:19])=[O:18])[CH2:16][CH2:15][CH2:14][CH2:13][CH2:12]1)[C:2]1[CH:7]=[CH:6][CH:5]=[CH:4][CH:3]=1, predict the reactants needed to synthesize it. The reactants are: [CH2:1]([O:8][N:9]=[CH:10][C:11]1([C:17]([OH:19])=[O:18])[CH2:16][CH2:15][CH2:14][CH2:13][CH2:12]1)[C:2]1[CH:7]=[CH:6][CH:5]=[CH:4][CH:3]=1.CN(C1C=CC(N=NC2C=CC(S(O)(=O)=O)=CC=2)=CC=1)C.Cl.CCC1(CC)C(=O)NC(=O)OC1.C([BH3-])#N.[Na+].